This data is from Forward reaction prediction with 1.9M reactions from USPTO patents (1976-2016). The task is: Predict the product of the given reaction. (1) Given the reactants [F:1][C:2]1[CH:7]=[CH:6][C:5](/[C:8](/[NH:21][C@H:22]2[CH2:26][CH2:25][NH:24][CH2:23]2)=[C:9]2\[C:10](=[O:20])[N:11]=[C:12]([N:14]3[CH2:19][CH2:18][CH2:17][CH2:16][NH:15]3)[S:13]\2)=[C:4]([OH:27])[CH:3]=1.[ClH:28].O1CCOCC1, predict the reaction product. The product is: [ClH:28].[ClH:28].[ClH:28].[F:1][C:2]1[CH:7]=[CH:6][C:5](/[C:8](/[NH:21][C@H:22]2[CH2:26][CH2:25][NH:24][CH2:23]2)=[C:9]2\[C:10](=[O:20])[N:11]=[C:12]([N:14]3[CH2:19][CH2:18][CH2:17][CH2:16][NH:15]3)[S:13]\2)=[C:4]([OH:27])[CH:3]=1. (2) Given the reactants [N:1]([CH2:4][CH2:5][O:6][CH2:7][CH2:8][O:9][CH2:10][CH2:11][O:12][CH2:13][CH2:14][NH:15][S:16]([C:19]1[CH:24]=[CH:23][CH:22]=[C:21]([CH:25]2[C:34]3[C:29](=[C:30]([Cl:36])[CH:31]=[C:32]([Cl:35])[CH:33]=3)[CH2:28][N:27]([CH3:37])[CH2:26]2)[CH:20]=1)(=[O:18])=[O:17])=[N+]=[N-].O.P(C)(C)C, predict the reaction product. The product is: [NH2:1][CH2:4][CH2:5][O:6][CH2:7][CH2:8][O:9][CH2:10][CH2:11][O:12][CH2:13][CH2:14][NH:15][S:16]([C:19]1[CH:24]=[CH:23][CH:22]=[C:21]([CH:25]2[C:34]3[C:29](=[C:30]([Cl:36])[CH:31]=[C:32]([Cl:35])[CH:33]=3)[CH2:28][N:27]([CH3:37])[CH2:26]2)[CH:20]=1)(=[O:18])=[O:17]. (3) The product is: [C:33]([N:30]1[CH2:31][CH2:32][N:27]([C:24]2[CH:25]=[CH:26][C:21]([NH:20][C:17]3[N:16]=[C:15]([N:36]4[CH2:37][CH2:38][N:39]([C:4](=[O:6])[CH2:3][C:1]#[N:2])[CH2:40][CH2:41]4)[C:14]([F:13])=[CH:19][N:18]=3)=[CH:22][CH:23]=2)[CH2:28][CH2:29]1)(=[O:35])[CH3:34]. Given the reactants [C:1]([CH2:3][C:4]([OH:6])=O)#[N:2].C(Cl)(=O)C(Cl)=O.[F:13][C:14]1[C:15]([N:36]2[CH2:41][CH2:40][NH:39][CH2:38][CH2:37]2)=[N:16][C:17]([NH:20][C:21]2[CH:26]=[CH:25][C:24]([N:27]3[CH2:32][CH2:31][N:30]([C:33](=[O:35])[CH3:34])[CH2:29][CH2:28]3)=[CH:23][CH:22]=2)=[N:18][CH:19]=1, predict the reaction product. (4) Given the reactants [CH3:1][S:2](/[CH:5]=[CH:6]/[C@@H:7]([NH:24]C(C1C=CC=CC=1)(C1C=CC=CC=1)C1C=CC=CC=1)[CH2:8][C:9]1[CH:23]=[CH:22][C:12]([CH2:13][NH:14][C:15](=[O:21])[O:16][C:17]([CH3:20])([CH3:19])[CH3:18])=[CH:11][CH:10]=1)(=[O:4])=[O:3].C(O)(C(F)(F)F)=O.C(Cl)Cl.Cl, predict the reaction product. The product is: [CH3:1][S:2](/[CH:5]=[CH:6]/[C@@H:7]([NH2:24])[CH2:8][C:9]1[CH:23]=[CH:22][C:12]([CH2:13][NH:14][C:15](=[O:21])[O:16][C:17]([CH3:19])([CH3:20])[CH3:18])=[CH:11][CH:10]=1)(=[O:3])=[O:4]. (5) Given the reactants [CH3:1][C@H:2]1[CH2:7][C@@H:6]([C:8]([O:10]C)=[O:9])[CH2:5][CH2:4][N:3]1[C:12]([O:14][C:15]([CH3:18])([CH3:17])[CH3:16])=[O:13].[OH-].[Li+], predict the reaction product. The product is: [C:15]([O:14][C:12]([N:3]1[CH2:4][CH2:5][C@H:6]([C:8]([OH:10])=[O:9])[CH2:7][C@@H:2]1[CH3:1])=[O:13])([CH3:18])([CH3:16])[CH3:17].